From a dataset of Reaction yield outcomes from USPTO patents with 853,638 reactions. Predict the reaction yield, written as a fraction of the theoretical maximum amount of product (1.0 means a 100% yield; for example, 0.34 means a 34% yield). (1) The reactants are [Cl:1][C:2]1[N:7]=[C:6]([NH:8][C:9]2[N:14]=[CH:13][C:12]3[C:15]([C:21]4[CH:22]=[N:23][N:24]([CH2:26][C:27]([O:29]CC)=[O:28])[CH:25]=4)=[CH:16][N:17]([CH:18]([CH3:20])[CH3:19])[C:11]=3[CH:10]=2)[CH:5]=[CH:4][N:3]=1.[OH-].[Li+].O.C(O)C. The catalyst is C(O)(=O)C. The product is [Cl:1][C:2]1[N:7]=[C:6]([NH:8][C:9]2[N:14]=[CH:13][C:12]3[C:15]([C:21]4[CH:22]=[N:23][N:24]([CH2:26][C:27]([OH:29])=[O:28])[CH:25]=4)=[CH:16][N:17]([CH:18]([CH3:20])[CH3:19])[C:11]=3[CH:10]=2)[CH:5]=[CH:4][N:3]=1. The yield is 0.530. (2) The reactants are [CH3:1][O:2][C:3]1[CH:8]=[CH:7][C:6]([CH:9]=[CH:10][CH2:11][CH2:12][CH2:13][CH2:14][CH2:15][O:16][C:17]2[CH:22]=[CH:21][CH:20]=[CH:19][CH:18]=2)=[CH:5][CH:4]=1. The catalyst is CCOC(C)=O.[Pd]. The product is [CH3:1][O:2][C:3]1[CH:8]=[CH:7][C:6]([CH2:9][CH2:10][CH2:11][CH2:12][CH2:13][CH2:14][CH2:15][O:16][C:17]2[CH:18]=[CH:19][CH:20]=[CH:21][CH:22]=2)=[CH:5][CH:4]=1. The yield is 0.950. (3) The reactants are [C:1](Cl)(=O)[C:2]([Cl:4])=[O:3].[CH3:7][O:8][C:9]([CH:11]1[CH:13](C)[CH:12]1C(O)=O)=[O:10]. The catalyst is C(Cl)Cl.CN(C=O)C. The product is [C:2]([CH:1]1[CH:12]([CH3:13])[CH:11]1[C:9]([O:8][CH3:7])=[O:10])([Cl:4])=[O:3]. The yield is 0.990.